This data is from Forward reaction prediction with 1.9M reactions from USPTO patents (1976-2016). The task is: Predict the product of the given reaction. Given the reactants [OH-].[Li+:2].[F:3][C:4]([F:16])([F:15])[C:5]1[CH:10]=[CH:9][N:8]=[C:7]([CH2:11][C:12]([O-:14])=[O:13])[CH:6]=1, predict the reaction product. The product is: [F:16][C:4]([F:3])([F:15])[C:5]1[CH:10]=[CH:9][N:8]=[C:7]([CH2:11][C:12]([OH:14])=[O:13])[CH:6]=1.[CH2:11]([Li:2])[CH3:12].